From a dataset of Forward reaction prediction with 1.9M reactions from USPTO patents (1976-2016). Predict the product of the given reaction. (1) Given the reactants [NH2:1][CH:2]([CH:5]1[CH2:10][CH2:9][N:8]([CH2:11][C:12]2[CH:17]=[CH:16][C:15]([F:18])=[CH:14][CH:13]=2)[C:7](=[O:19])[CH2:6]1)[CH2:3][CH3:4].[Li+].C[Si]([N-][Si](C)(C)C)(C)C.[C:30](OCC)(=[O:36])[C:31](OCC)=[O:32], predict the reaction product. The product is: [CH2:3]([CH:2]1[NH:1][C:31](=[O:32])[C:30]([OH:36])=[C:6]2[CH:5]1[CH2:10][CH2:9][N:8]([CH2:11][C:12]1[CH:17]=[CH:16][C:15]([F:18])=[CH:14][CH:13]=1)[C:7]2=[O:19])[CH3:4]. (2) Given the reactants [CH3:1][N:2]([CH2:4][C:5]1[CH:12]=[CH:11][C:8]([CH:9]=O)=[CH:7][CH:6]=1)[CH3:3].[CH3:13][O:14][C:15]1[CH:16]=[C:17]([CH:19]=[CH:20][CH:21]=1)[NH2:18], predict the reaction product. The product is: [CH3:1][N:2]([CH2:4][C:5]1[CH:12]=[CH:11][C:8]([CH:9]=[N:18][C:17]2[CH:19]=[CH:20][CH:21]=[C:15]([O:14][CH3:13])[CH:16]=2)=[CH:7][CH:6]=1)[CH3:3]. (3) Given the reactants [CH3:1][O:2][C:3]1[CH:4]=[C:5]2[C:10](=[CH:11][CH:12]=1)[C:9]([CH2:13][C:14]1[CH:19]=[CH:18][C:17]([O:20][CH2:21][CH2:22][N:23]3[CH2:28][CH2:27][CH2:26][CH2:25][CH2:24]3)=[CH:16][CH:15]=1)=[C:8](OS(C(F)(F)F)(=O)=O)[CH:7]=[CH:6]2.[F:37][C:38]1[CH:43]=[CH:42][C:41](B(O)O)=[CH:40][CH:39]=1.[F-].[Cs+], predict the reaction product. The product is: [F:37][C:38]1[CH:43]=[CH:42][C:41]([C:8]2[CH:7]=[CH:6][C:5]3[C:10](=[CH:11][CH:12]=[C:3]([O:2][CH3:1])[CH:4]=3)[C:9]=2[CH2:13][C:14]2[CH:19]=[CH:18][C:17]([O:20][CH2:21][CH2:22][N:23]3[CH2:24][CH2:25][CH2:26][CH2:27][CH2:28]3)=[CH:16][CH:15]=2)=[CH:40][CH:39]=1.